From a dataset of Full USPTO retrosynthesis dataset with 1.9M reactions from patents (1976-2016). Predict the reactants needed to synthesize the given product. (1) The reactants are: C(O[C:4]([C:6]1[CH:10]=[C:9]([C:11]2[CH:16]=[CH:15][N:14]=[C:13]([Cl:17])[CH:12]=2)[NH:8][C:7]=1[NH2:18])=[O:5])C.CCO[C:22]([C:24]([NH2:26])=O)=O.Cl.CC[O-].[Na+].C(=O)(O)[O-].[Na+]. Given the product [Cl:17][C:13]1[CH:12]=[C:11]([C:9]2[NH:8][C:7]3[N:18]=[C:24]([CH3:22])[NH:26][C:4](=[O:5])[C:6]=3[CH:10]=2)[CH:16]=[CH:15][N:14]=1, predict the reactants needed to synthesize it. (2) Given the product [NH2:1][C:4]1[C:13]2[C:8](=[CH:9][CH:10]=[CH:11][CH:12]=2)[C:7]([S:14][CH2:15][C:16]([OH:18])=[O:17])=[CH:6][CH:5]=1, predict the reactants needed to synthesize it. The reactants are: [N+:1]([C:4]1[C:13]2[C:8](=[CH:9][CH:10]=[CH:11][CH:12]=2)[C:7]([S:14][CH2:15][C:16]([OH:18])=[O:17])=[CH:6][CH:5]=1)([O-])=O.